From a dataset of Peptide-MHC class I binding affinity with 185,985 pairs from IEDB/IMGT. Regression. Given a peptide amino acid sequence and an MHC pseudo amino acid sequence, predict their binding affinity value. This is MHC class I binding data. (1) The peptide sequence is QAFEAGVDF. The MHC is HLA-B15:01 with pseudo-sequence HLA-B15:01. The binding affinity (normalized) is 0.0452. (2) The peptide sequence is RPISEKEENM. The MHC is HLA-B35:01 with pseudo-sequence HLA-B35:01. The binding affinity (normalized) is 0.425. (3) The peptide sequence is KSDPIMLLK. The MHC is HLA-A69:01 with pseudo-sequence HLA-A69:01. The binding affinity (normalized) is 0.324. (4) The peptide sequence is GVYTGSIGY. The MHC is HLA-A11:01 with pseudo-sequence HLA-A11:01. The binding affinity (normalized) is 0.943. (5) The peptide sequence is IMTIDLDPV. The MHC is HLA-A02:03 with pseudo-sequence HLA-A02:03. The binding affinity (normalized) is 0.748. (6) The peptide sequence is SLYSGFPSL. The MHC is HLA-B83:01 with pseudo-sequence HLA-B83:01. The binding affinity (normalized) is 0.213.